Dataset: Forward reaction prediction with 1.9M reactions from USPTO patents (1976-2016). Task: Predict the product of the given reaction. (1) Given the reactants [F:1][C:2]([F:19])([F:18])[C:3]([C:5]1[C:13]2[C:8](=[CH:9][C:10]([C:14]([F:17])([F:16])[F:15])=[CH:11][CH:12]=2)[NH:7][CH:6]=1)=[O:4].C(=O)([O-])[O-].[K+].[K+].I[CH:27]([CH3:29])[CH3:28], predict the reaction product. The product is: [F:19][C:2]([F:1])([F:18])[C:3]([C:5]1[C:13]2[C:8](=[CH:9][C:10]([C:14]([F:15])([F:16])[F:17])=[CH:11][CH:12]=2)[N:7]([CH:27]([CH3:29])[CH3:28])[CH:6]=1)=[O:4]. (2) Given the reactants Cl.Cl.[NH2:3][C@H:4]([C:6]1[N:7]([C:24]2[CH:29]=[CH:28][CH:27]=[CH:26][CH:25]=2)[C:8]2[C:14]([C:15]([N:17]3[CH2:22][CH2:21][O:20][CH2:19][CH2:18]3)=[O:16])=[C:13]([F:23])[CH:12]=[CH:11][C:9]=2[N:10]=1)[CH3:5].[NH2:30][C:31]1[C:36]([C:37]#[N:38])=[C:35](Cl)[N:34]=[CH:33][N:32]=1.CCN(C(C)C)C(C)C, predict the reaction product. The product is: [NH2:30][C:31]1[C:36]([C:37]#[N:38])=[C:35]([NH:3][C@H:4]([C:6]2[N:7]([C:24]3[CH:29]=[CH:28][CH:27]=[CH:26][CH:25]=3)[C:8]3[C:14]([C:15]([N:17]4[CH2:18][CH2:19][O:20][CH2:21][CH2:22]4)=[O:16])=[C:13]([F:23])[CH:12]=[CH:11][C:9]=3[N:10]=2)[CH3:5])[N:34]=[CH:33][N:32]=1. (3) The product is: [CH3:21][N:19]([CH3:20])[C:17]1[CH:16]=[C:15]([CH3:22])[N:14]=[C:13]([NH:12][C@@H:9]2[CH2:10][CH2:11][C@H:6]([C:4]([OH:5])=[O:3])[CH2:7][CH2:8]2)[N:18]=1. Given the reactants C([O:3][C:4]([C@H:6]1[CH2:11][CH2:10][C@@H:9]([NH:12][C:13]2[N:18]=[C:17]([N:19]([CH3:21])[CH3:20])[CH:16]=[C:15]([CH3:22])[N:14]=2)[CH2:8][CH2:7]1)=[O:5])C.[OH-].[K+].Cl, predict the reaction product.